Dataset: Full USPTO retrosynthesis dataset with 1.9M reactions from patents (1976-2016). Task: Predict the reactants needed to synthesize the given product. Given the product [F:19][C:16]([F:17])([F:18])[C:12]1[CH:11]=[C:10]([NH:9][C:1]2[CH2:6][CH2:5][CH2:4][C:3](=[O:7])[CH:2]=2)[CH:15]=[CH:14][N:13]=1, predict the reactants needed to synthesize it. The reactants are: [C:1]1(=O)[CH2:6][CH2:5][CH2:4][C:3](=[O:7])[CH2:2]1.[NH2:9][C:10]1[CH:15]=[CH:14][N:13]=[C:12]([C:16]([F:19])([F:18])[F:17])[CH:11]=1.C(O)(=O)C.